This data is from Catalyst prediction with 721,799 reactions and 888 catalyst types from USPTO. The task is: Predict which catalyst facilitates the given reaction. (1) Reactant: [CH3:1][S:2](Cl)(=[O:4])=[O:3].[OH:6][C@@H:7]1[CH2:11][CH2:10][C@H:9]([NH:12][C:13](=[O:19])[O:14][C:15]([CH3:18])([CH3:17])[CH3:16])[CH2:8]1.N1C(C)=CC=CC=1C. Product: [CH3:1][S:2]([O:6][C@@H:7]1[CH2:11][CH2:10][C@H:9]([NH:12][C:13]([O:14][C:15]([CH3:16])([CH3:18])[CH3:17])=[O:19])[CH2:8]1)(=[O:4])=[O:3]. The catalyst class is: 4. (2) Reactant: C(O)=O.[CH:4]([NH2:6])=O.[NH2:7][C:8]1[NH:9][C:10]([C:18]2[CH:23]=[CH:22][C:21]([O:24][CH2:25][C:26]3[CH:31]=[CH:30][CH:29]=[CH:28][CH:27]=3)=[CH:20][CH:19]=2)=[CH:11][C:12]=1[C:13](OCC)=[O:14]. The catalyst class is: 9. Product: [CH2:25]([O:24][C:21]1[CH:22]=[CH:23][C:18]([C:10]2[NH:9][C:8]3[N:7]=[CH:4][N:6]=[C:13]([OH:14])[C:12]=3[CH:11]=2)=[CH:19][CH:20]=1)[C:26]1[CH:31]=[CH:30][CH:29]=[CH:28][CH:27]=1.